Dataset: Catalyst prediction with 721,799 reactions and 888 catalyst types from USPTO. Task: Predict which catalyst facilitates the given reaction. (1) Reactant: C[C:2]1[NH:3][C:4]2[C:9]([C:10]=1[CH:11]=[O:12])=[CH:8][CH:7]=[C:6]([C:13]([OH:15])=[O:14])[CH:5]=2.O.[Li+].[OH-]. Product: [CH:11]([C:10]1[C:9]2[C:4](=[CH:5][C:6]([C:13]([OH:15])=[O:14])=[CH:7][CH:8]=2)[NH:3][CH:2]=1)=[O:12]. The catalyst class is: 7. (2) Reactant: [Cl-].[Al+3].[Cl-].[Cl-].[C:5]1([O:11][CH3:12])[CH:10]=[CH:9][CH:8]=[CH:7][CH:6]=1.[C:13](Cl)(=[O:16])[CH2:14][CH3:15]. Product: [CH3:12][O:11][C:5]1[CH:10]=[CH:9][C:8]([C:13](=[O:16])[CH2:14][CH3:15])=[CH:7][CH:6]=1. The catalyst class is: 4. (3) Product: [CH3:1][O:2][C:3]1[C:8]([O:9][CH3:10])=[CH:7][CH:6]=[CH:5][C:4]=1[CH:11]([CH:13]1[CH2:14][CH2:15][N:16]([CH2:19][CH2:20][C:21]2[CH:26]=[CH:25][C:24]([F:27])=[CH:23][CH:22]=2)[CH2:17][CH2:18]1)[OH:12]. The catalyst class is: 6. Reactant: [CH3:1][O:2][C:3]1[C:8]([O:9][CH3:10])=[CH:7][CH:6]=[CH:5][C:4]=1[C@H:11]([CH:13]1[CH2:18][CH2:17][N:16]([CH2:19][CH2:20][C:21]2[CH:26]=[CH:25][C:24]([F:27])=[CH:23][CH:22]=2)[CH2:15][CH2:14]1)[OH:12].O1CCCC1.S(=O)(=O)(O)O.[OH-].[Na+]. (4) Reactant: [F:1][C:2]([F:21])([F:20])[C:3]([CH2:7][C:8]1([C:11]2[CH:16]=[C:15]([F:17])[CH:14]=[CH:13][C:12]=2[O:18][CH3:19])[CH2:10][CH2:9]1)([OH:6])CO.I([O-])(=O)(=O)=O.[Na+]. The catalyst class is: 5. Product: [F:21][C:2]([F:1])([F:20])[C:3](=[O:6])[CH2:7][C:8]1([C:11]2[CH:16]=[C:15]([F:17])[CH:14]=[CH:13][C:12]=2[O:18][CH3:19])[CH2:9][CH2:10]1.